From a dataset of Tox21: 12 toxicity assays (nuclear receptors and stress response pathways). Binary classification across 12 toxicity assays. (1) The molecule is O=[N+]([O-])c1ccc(Cl)c(Cl)c1Cl. It tested positive (active) for: SR-ARE (Antioxidant Response Element (oxidative stress)). (2) The compound is S=C=NCc1ccccc1. It tested positive (active) for: SR-HSE (Heat Shock Element response), SR-MMP (Mitochondrial Membrane Potential disruption), and SR-p53 (p53 tumor suppressor activation). (3) The molecule is Cc1ncc2n1-c1ccc(Cl)cc1C(c1ccccc1F)=NC2. It tested positive (active) for: SR-ATAD5 (ATAD5 genotoxicity (DNA damage)). (4) The compound is C[C@H]1C[C@H]2[C@@H]3CCC4=CC(=O)C=C[C@]4(C)[C@@]3(F)[C@@H](O)C[C@]2(C)[C@@]1(O)C(=O)CO. It tested positive (active) for: NR-AR (Androgen Receptor agonist activity), NR-AR-LBD (Androgen Receptor Ligand Binding Domain agonist), and NR-AhR (Aryl hydrocarbon Receptor agonist activity). (5) The drug is OC[C@H](O)[C@@H](O)[C@H](O[C@@H]1O[C@H](CO)[C@H](O)[C@H](O)[C@H]1O)[C@H](O)CO. It tested positive (active) for: NR-AR-LBD (Androgen Receptor Ligand Binding Domain agonist), NR-ER (Estrogen Receptor agonist activity), and NR-ER-LBD (Estrogen Receptor Ligand Binding Domain agonist). (6) The drug is O=[N+]([O-])c1ccc(O)cc1C(F)(F)F. It tested positive (active) for: SR-p53 (p53 tumor suppressor activation). (7) It tested positive (active) for: SR-ARE (Antioxidant Response Element (oxidative stress)). The compound is O=C1/C(=C2\Nc3ccccc3C2=O)Nc2ccccc21. (8) The molecule is C/C=C1\NC(=O)[C@H]2CSSCCC=C[C@H](CC(=O)N[C@H](C(C)C)C(=O)N2)OC(=O)[C@H](C(C)C)NC1=O. It tested positive (active) for: NR-Aromatase (Aromatase enzyme inhibition), NR-ER-LBD (Estrogen Receptor Ligand Binding Domain agonist), NR-PPAR-gamma (PPAR-gamma nuclear receptor agonist), SR-ATAD5 (ATAD5 genotoxicity (DNA damage)), and SR-p53 (p53 tumor suppressor activation).